From a dataset of Forward reaction prediction with 1.9M reactions from USPTO patents (1976-2016). Predict the product of the given reaction. (1) Given the reactants [N:1]1([C:7]([C:9]2[CH:10]=[C:11]3[C:15](=[CH:16][CH:17]=2)[NH:14][C:13](=[O:18])[CH2:12]3)=[O:8])[CH2:6][CH2:5][O:4][CH2:3][CH2:2]1.[O:19]=[C:20]1[C:25]2=[CH:26][NH:27][C:28]([CH:29]=O)=[C:24]2[CH2:23][CH2:22][NH:21]1.N1CCCCC1, predict the reaction product. The product is: [N:1]1([C:7]([C:9]2[CH:10]=[C:11]3[C:15](=[CH:16][CH:17]=2)[NH:14][C:13](=[O:18])[C:12]3=[CH:29][C:28]2[NH:27][CH:26]=[C:25]3[C:24]=2[CH2:23][CH2:22][NH:21][C:20]3=[O:19])=[O:8])[CH2:6][CH2:5][O:4][CH2:3][CH2:2]1. (2) Given the reactants C(OC([N:8]1[CH2:13][CH2:12][CH:11]([CH:14]2[C:19](=[O:20])[C:18]3[CH:21]=[CH:22][CH:23]=[CH:24][C:17]=3[NH:16][S:15]2(=[O:26])=[O:25])[CH2:10][CH2:9]1)=O)(C)(C)C.O1CCOCC1.[ClH:33], predict the reaction product. The product is: [ClH:33].[O:26]=[S:15]1(=[O:25])[CH:14]([CH:11]2[CH2:10][CH2:9][NH:8][CH2:13][CH2:12]2)[C:19](=[O:20])[C:18]2[CH:21]=[CH:22][CH:23]=[CH:24][C:17]=2[NH:16]1. (3) Given the reactants Cl[C:2]1[CH:9]=[C:8]([O:10][CH2:11][CH2:12][O:13][CH:14]2[CH2:19][CH2:18][CH2:17][CH2:16][O:15]2)[C:5]([C:6]#[N:7])=[CH:4][N:3]=1.[Br:20][C:21]1[CH:28]=[CH:27][C:26]([OH:29])=[CH:25][C:22]=1[CH:23]=[O:24].C(=O)([O-])[O-].[K+].[K+], predict the reaction product. The product is: [Br:20][C:21]1[CH:28]=[CH:27][C:26]([O:29][C:2]2[CH:9]=[C:8]([O:10][CH2:11][CH2:12][O:13][CH:14]3[CH2:19][CH2:18][CH2:17][CH2:16][O:15]3)[C:5]([C:6]#[N:7])=[CH:4][N:3]=2)=[CH:25][C:22]=1[CH:23]=[O:24]. (4) The product is: [N+:35](=[CH:37][C:14]([C@@H:10]1[CH2:11][CH2:12][CH2:13][N:9]1[C:7](=[O:8])[C@@H:6]([NH:5][C:3](=[O:4])[O:2][CH3:1])[CH:17]([CH3:19])[CH3:18])=[O:16])=[N-:36]. Given the reactants [CH3:1][O:2][C:3]([NH:5][C@@H:6]([CH:17]([CH3:19])[CH3:18])[C:7]([N:9]1[CH2:13][CH2:12][CH2:11][C@H:10]1[C:14]([OH:16])=O)=[O:8])=[O:4].CCN(CC)CC.ClC(OCC(C)C)=O.[N+:35](=[CH2:37])=[N-:36], predict the reaction product.